This data is from Catalyst prediction with 721,799 reactions and 888 catalyst types from USPTO. The task is: Predict which catalyst facilitates the given reaction. (1) Reactant: [F:1][C:2]1[CH:10]=[CH:9][C:8]([CH2:11][C:12]2[C:21]3[C:16](=[CH:17][CH:18]=[CH:19][CH:20]=3)[C:15](=[O:22])[NH:14][N:13]=2)=[CH:7][C:3]=1[C:4](O)=[O:5].F[P-](F)(F)(F)(F)F.C[N+](C)=C(N(C)C)O.[N:38]1([C:43]([C:45]2[N:46]=[C:47]([C:54]([F:57])([F:56])[F:55])[N:48]3[CH2:53][CH2:52][NH:51][CH2:50][C:49]=23)=[O:44])[CH2:42][CH2:41][CH2:40][CH2:39]1.C(N(CC)C(C)C)(C)C. Product: [F:1][C:2]1[CH:10]=[CH:9][C:8]([CH2:11][C:12]2[C:21]3[C:16](=[CH:17][CH:18]=[CH:19][CH:20]=3)[C:15](=[O:22])[NH:14][N:13]=2)=[CH:7][C:3]=1[C:4]([N:51]1[CH2:52][CH2:53][N:48]2[C:47]([C:54]([F:57])([F:55])[F:56])=[N:46][C:45]([C:43]([N:38]3[CH2:42][CH2:41][CH2:40][CH2:39]3)=[O:44])=[C:49]2[CH2:50]1)=[O:5]. The catalyst class is: 9. (2) Reactant: [C:1]1([C:19]2[CH:24]=[CH:23][CH:22]=[CH:21][CH:20]=2)[CH:6]=[CH:5][C:4]([C:7]2[CH:8]=[N:9][N:10]([C:12]3[CH:13]=[C:14]([OH:18])[CH:15]=[CH:16][CH:17]=3)[CH:11]=2)=[CH:3][CH:2]=1.Br[C:26]1[CH:38]=[CH:37][C:36]2[C:35]3[C:30](=[CH:31][CH:32]=[CH:33][CH:34]=3)[N:29]([C:39]3[CH:44]=[CH:43][CH:42]=[CH:41][N:40]=3)[C:28]=2[CH:27]=1.N1C=CC=CC=1C(O)=O.[O-]P([O-])([O-])=O.[K+].[K+].[K+]. Product: [C:1]1([C:19]2[CH:20]=[CH:21][CH:22]=[CH:23][CH:24]=2)[CH:6]=[CH:5][C:4]([C:7]2[CH:8]=[N:9][N:10]([C:12]3[CH:13]=[C:14]([CH:15]=[CH:16][CH:17]=3)[O:18][C:26]3[CH:38]=[CH:37][C:36]4[C:35]5[C:30](=[CH:31][CH:32]=[CH:33][CH:34]=5)[N:29]([C:39]5[CH:44]=[CH:43][CH:42]=[CH:41][N:40]=5)[C:28]=4[CH:27]=3)[CH:11]=2)=[CH:3][CH:2]=1. The catalyst class is: 205. (3) Reactant: [C:1]([NH:4][C:5]1[CH:11]=[CH:10][C:8](N)=[CH:7][CH:6]=1)(=[O:3])[CH3:2].CC[N:14]([CH2:17]C)CC.C(=S)=[S:20].ClC(OCC)=O. Product: [C:1]([NH:4][C:5]1[CH:11]=[CH:10][C:8]([S:20][C:17]#[N:14])=[CH:7][CH:6]=1)(=[O:3])[CH3:2]. The catalyst class is: 1. (4) Reactant: [N+:1]([C:4]1[CH:9]=[CH:8][C:7]([Cl:10])=[CH:6][C:5]=1[C:11]#[C:12][C:13]1[CH:22]=[CH:21][C:16]([C:17]([O:19][CH3:20])=[O:18])=[CH:15][CH:14]=1)([O-])=O. Product: [NH2:1][C:4]1[CH:9]=[CH:8][C:7]([Cl:10])=[CH:6][C:5]=1[C:11]#[C:12][C:13]1[CH:14]=[CH:15][C:16]([C:17]([O:19][CH3:20])=[O:18])=[CH:21][CH:22]=1. The catalyst class is: 15.